Dataset: Full USPTO retrosynthesis dataset with 1.9M reactions from patents (1976-2016). Task: Predict the reactants needed to synthesize the given product. Given the product [NH2:22][C:19]1[CH:20]=[CH:21][C:16]([S:4]([CH:1]2[CH2:3][CH2:2]2)(=[N:6][S:7]([CH2:10][CH2:11][Si:12]([CH3:14])([CH3:15])[CH3:13])(=[O:8])=[O:9])=[O:5])=[CH:17][CH:18]=1, predict the reactants needed to synthesize it. The reactants are: [CH:1]1([S:4]([C:16]2[CH:21]=[CH:20][C:19]([N+:22]([O-])=O)=[CH:18][CH:17]=2)(=[N:6][S:7]([CH2:10][CH2:11][Si:12]([CH3:15])([CH3:14])[CH3:13])(=[O:9])=[O:8])=[O:5])[CH2:3][CH2:2]1.Cl.[OH-].[Na+].C(OCC)(=O)C.